This data is from Peptide-MHC class II binding affinity with 134,281 pairs from IEDB. The task is: Regression. Given a peptide amino acid sequence and an MHC pseudo amino acid sequence, predict their binding affinity value. This is MHC class II binding data. (1) The peptide sequence is MLNWPVEANTVVEGSD. The MHC is DRB1_0701 with pseudo-sequence DRB1_0701. The binding affinity (normalized) is 0.0556. (2) The peptide sequence is FGQNTASIAATEAQY. The MHC is DRB1_1501 with pseudo-sequence DRB1_1501. The binding affinity (normalized) is 0.0985. (3) The peptide sequence is LVQDDVIPANWKPDT. The MHC is DRB5_0101 with pseudo-sequence DRB5_0101. The binding affinity (normalized) is 0.559.